Dataset: Forward reaction prediction with 1.9M reactions from USPTO patents (1976-2016). Task: Predict the product of the given reaction. Given the reactants [CH2:1]([N:8]([CH:35]([CH3:37])[CH3:36])[C:9](=[O:34])[CH2:10][N:11]1[C:20](=[O:21])[CH2:19][C:18]2[N:14]([C:15]([C:22]3[CH:27]=[CH:26][CH:25]=[CH:24][CH:23]=3)=[N:16][N:17]=2)[C:13]2[CH:28]=[C:29]([F:33])[C:30]([F:32])=[CH:31][C:12]1=2)[C:2]1[CH:7]=[CH:6][CH:5]=[CH:4][CH:3]=1.[C:38]([O:42][C:43]([N:45]1[C:53]2[C:48](=[CH:49][CH:50]=[CH:51][CH:52]=2)[C:47]([CH2:54]Br)=[N:46]1)=[O:44])([CH3:41])([CH3:40])[CH3:39], predict the reaction product. The product is: [C:38]([O:42][C:43]([N:45]1[C:53]2[C:48](=[CH:49][CH:50]=[CH:51][CH:52]=2)[C:47]([CH2:54][CH:19]2[C:18]3[N:14]([C:15]([C:22]4[CH:27]=[CH:26][CH:25]=[CH:24][CH:23]=4)=[N:16][N:17]=3)[C:13]3[CH:28]=[C:29]([F:33])[C:30]([F:32])=[CH:31][C:12]=3[N:11]([CH2:10][C:9](=[O:34])[N:8]([CH2:1][C:2]3[CH:3]=[CH:4][CH:5]=[CH:6][CH:7]=3)[CH:35]([CH3:37])[CH3:36])[C:20]2=[O:21])=[N:46]1)=[O:44])([CH3:41])([CH3:40])[CH3:39].